From a dataset of Forward reaction prediction with 1.9M reactions from USPTO patents (1976-2016). Predict the product of the given reaction. Given the reactants [C@H:1]([NH:5][C:6]1[C:7]([NH2:18])=[N:8][CH:9]=[C:10]([Cl:17])[C:11]=1[N:12]1[CH:16]=[CH:15][CH:14]=[N:13]1)([CH2:3][CH3:4])[CH3:2].[C:19](N1C=CN=C1)(N1C=CN=C1)=[O:20].Cl, predict the reaction product. The product is: [C@H:1]([N:5]1[C:6]2[C:7](=[N:8][CH:9]=[C:10]([Cl:17])[C:11]=2[N:12]2[CH:16]=[CH:15][CH:14]=[N:13]2)[N:18]=[C:19]1[OH:20])([CH2:3][CH3:4])[CH3:2].